The task is: Predict the product of the given reaction.. This data is from Forward reaction prediction with 1.9M reactions from USPTO patents (1976-2016). (1) Given the reactants C([Sn](CCCC)(CCCC)[C:6]1[S:10][C:9]([C:11]([F:14])([F:13])[F:12])=[N:8][CH:7]=1)CCC.Cl[C:24]1[N:29]=[CH:28][N:27]=[C:26]([CH2:30][N:31]2[C:39](=[O:40])[C:38]3[C:33](=[CH:34][CH:35]=[CH:36][CH:37]=3)[C:32]2=[O:41])[CH:25]=1, predict the reaction product. The product is: [F:14][C:11]([F:12])([F:13])[C:9]1[S:10][C:6]([C:24]2[N:29]=[CH:28][N:27]=[C:26]([CH2:30][N:31]3[C:39](=[O:40])[C:38]4[C:33](=[CH:34][CH:35]=[CH:36][CH:37]=4)[C:32]3=[O:41])[CH:25]=2)=[CH:7][N:8]=1. (2) Given the reactants Br[C:2]1[CH:3]=[C:4]([CH:8]2[C:13](=[O:14])[NH:12][C:11]3[CH:15]=[CH:16][CH:17]=[CH:18][C:10]=3[O:9]2)[CH:5]=[CH:6][CH:7]=1.O.[CH3:20][N:21](C=O)C, predict the reaction product. The product is: [C:20]([C:2]1[CH:3]=[C:4]([CH:8]2[C:13](=[O:14])[NH:12][C:11]3[CH:15]=[CH:16][CH:17]=[CH:18][C:10]=3[O:9]2)[CH:5]=[CH:6][CH:7]=1)#[N:21]. (3) Given the reactants [N:1]1([C:7]2[N:8]=[C:9]([CH2:14][C:15]([O-:17])=O)[NH:10][C:11](=[O:13])[CH:12]=2)[CH2:6][CH2:5][O:4][CH2:3][CH2:2]1.[Na+].[Br:19][C:20]1[CH:28]=[CH:27][CH:26]=[C:25]2[C:21]=1[CH2:22][CH2:23][NH:24]2.Cl.CN(C)CCCN=C=NCC, predict the reaction product. The product is: [Br:19][C:20]1[CH:28]=[CH:27][CH:26]=[C:25]2[C:21]=1[CH2:22][CH2:23][N:24]2[C:15](=[O:17])[CH2:14][C:9]1[NH:10][C:11](=[O:13])[CH:12]=[C:7]([N:1]2[CH2:2][CH2:3][O:4][CH2:5][CH2:6]2)[N:8]=1. (4) Given the reactants Br[C:2]1[C:3](=[O:32])[N:4]([CH2:24][CH2:25][C:26]2[CH:31]=[CH:30][CH:29]=[CH:28][CH:27]=2)[C:5]([C:9]2[CH:14]=[CH:13][CH:12]=[C:11]([F:15])[C:10]=2[O:16]CC2C=CC=CC=2)=[N:6][C:7]=1[CH3:8].[F-].[Cs+].C([Sn](CCCC)(CCCC)[C:40]1[S:41][CH:42]=[CH:43][N:44]=1)CCC, predict the reaction product. The product is: [F:15][C:11]1[C:10]([OH:16])=[C:9]([C:5]2[N:4]([CH2:24][CH2:25][C:26]3[CH:31]=[CH:30][CH:29]=[CH:28][CH:27]=3)[C:3](=[O:32])[C:2]([C:40]3[S:41][CH:42]=[CH:43][N:44]=3)=[C:7]([CH3:8])[N:6]=2)[CH:14]=[CH:13][CH:12]=1.